This data is from Full USPTO retrosynthesis dataset with 1.9M reactions from patents (1976-2016). The task is: Predict the reactants needed to synthesize the given product. (1) Given the product [CH2:1]([O:8][C:9](=[O:10])[NH:11][CH2:12][C@H:13]([C:16]1[CH:21]=[CH:20][C:19]([OH:22])=[CH:18][CH:17]=1)[O:14][CH3:15])[C:2]1[CH:7]=[CH:6][CH:5]=[CH:4][CH:3]=1, predict the reactants needed to synthesize it. The reactants are: [CH2:1]([O:8][C:9]([NH:11][CH2:12][C@H:13]([C:16]1[CH:21]=[CH:20][C:19]([O:22]C(=O)C)=[CH:18][CH:17]=1)[O:14][CH3:15])=[O:10])[C:2]1[CH:7]=[CH:6][CH:5]=[CH:4][CH:3]=1.[OH-].[K+].Cl. (2) Given the product [N+:17]([O:20][C@@H:21]([CH3:28])[CH2:22][CH2:23][CH2:24][C:25]([O:27][C@@H:8]1[CH2:9][O:10][C@@H:6]2[C@H:5]([OH:4])[CH2:12][O:13][C@H:7]12)=[O:26])([O-:19])=[O:18], predict the reactants needed to synthesize it. The reactants are: [N+]([O:4][C@H:5]([CH2:12][O:13][N+]([O-])=O)[CH2:6][CH2:7][CH2:8][C:9](O)=[O:10])([O-])=O.[N+:17]([O:20][C@@H:21]([CH3:28])[CH2:22][CH2:23][CH2:24][C:25]([OH:27])=[O:26])([O-:19])=[O:18]. (3) Given the product [C:27]1([C:30]2[CH:35]=[CH:34][CH:33]=[CH:32][CH:31]=2)[CH:26]=[CH:25][C:24]([C:19]2[N:18]=[C:17]([C:15]([NH:14][CH:5]([CH2:6][C:7]3[CH:12]=[CH:11][C:10]([Cl:13])=[CH:9][CH:8]=3)[C:4]([OH:36])=[O:3])=[O:16])[CH:22]=[C:21]([CH3:23])[N:20]=2)=[CH:29][CH:28]=1, predict the reactants needed to synthesize it. The reactants are: C([O:3][C:4](=[O:36])[CH:5]([NH:14][C:15]([C:17]1[CH:22]=[C:21]([CH3:23])[N:20]=[C:19]([C:24]2[CH:29]=[CH:28][C:27]([C:30]3[CH:35]=[CH:34][CH:33]=[CH:32][CH:31]=3)=[CH:26][CH:25]=2)[N:18]=1)=[O:16])[CH2:6][C:7]1[CH:12]=[CH:11][C:10]([Cl:13])=[CH:9][CH:8]=1)C.[OH-].[Li+]. (4) Given the product [Cl:20][CH:9]([CH3:10])[C:8]([C:5]1[C:4]([F:15])=[CH:3][C:2]([Cl:1])=[CH:7][N:6]=1)=[O:14], predict the reactants needed to synthesize it. The reactants are: [Cl:1][C:2]1[CH:3]=[C:4]([F:15])[C:5]([C:8](=[O:14])[CH:9](C)[C:10](O)=O)=[N:6][CH:7]=1.C(O)(=O)C.[Cl:20]Cl. (5) Given the product [CH2:14]([N:10]1[C:9]2[C:8](=[O:11])[NH:7][C:6](=[O:12])[N:5]([CH3:13])[C:4]=2[N:3]=[C:2]1[Br:1])[C:15]1[CH:20]=[CH:19][CH:18]=[CH:17][CH:16]=1, predict the reactants needed to synthesize it. The reactants are: [Br:1][C:2]1[NH:10][C:9]2[C:8](=[O:11])[NH:7][C:6](=[O:12])[N:5]([CH3:13])[C:4]=2[N:3]=1.[CH2:14](Br)[C:15]1[CH:20]=[CH:19][CH:18]=[CH:17][CH:16]=1. (6) Given the product [CH3:30][O:31][C:32]1[CH:39]=[CH:38][C:35]([CH2:36][O:28][C@H:12]2[CH2:11][N:10]([S:7]([C:4]3[CH:3]=[CH:2][C:1]([CH3:29])=[CH:6][CH:5]=3)(=[O:8])=[O:9])[C@H:15]([CH2:16][O:17][Si:18]([CH:22]([CH3:23])[CH3:24])([CH:25]([CH3:27])[CH3:26])[CH:19]([CH3:21])[CH3:20])[CH2:14][CH2:13]2)=[CH:34][CH:33]=1, predict the reactants needed to synthesize it. The reactants are: [C:1]1([CH3:29])[CH:6]=[CH:5][C:4]([S:7]([N:10]2[C@H:15]([CH2:16][O:17][Si:18]([CH:25]([CH3:27])[CH3:26])([CH:22]([CH3:24])[CH3:23])[CH:19]([CH3:21])[CH3:20])[CH2:14][CH2:13][C@@H:12]([OH:28])[CH2:11]2)(=[O:9])=[O:8])=[CH:3][CH:2]=1.[CH3:30][O:31][C:32]1[CH:39]=[CH:38][C:35]([CH2:36]Cl)=[CH:34][CH:33]=1. (7) Given the product [CH3:1][C:2]1[CH:3]=[C:4]([CH:5]=[CH:6][C:7]=1[N+:8]([O-:10])=[O:9])[O:11][CH2:19][CH2:20][N:21]1[CH2:26][CH2:25][O:24][CH2:23][CH2:22]1, predict the reactants needed to synthesize it. The reactants are: [CH3:1][C:2]1[CH:3]=[C:4]([OH:11])[CH:5]=[CH:6][C:7]=1[N+:8]([O-:10])=[O:9].C([O-])([O-])=O.[K+].[K+].Cl[CH2:19][CH2:20][N:21]1[CH2:26][CH2:25][O:24][CH2:23][CH2:22]1.O.